From a dataset of Full USPTO retrosynthesis dataset with 1.9M reactions from patents (1976-2016). Predict the reactants needed to synthesize the given product. (1) Given the product [NH2:7][C@H:8]([C:32]1[NH:36][C:35]2[CH:37]=[CH:38][C:39]([C:41]3[CH:46]=[CH:45][C:44]([C:47]#[N:48])=[C:43]([F:49])[CH:42]=3)=[CH:40][C:34]=2[N:33]=1)[CH2:9][C:10]([NH2:11])=[O:31], predict the reactants needed to synthesize it. The reactants are: C(OC(=O)[NH:7][C@H:8]([C:32]1[NH:36][C:35]2[CH:37]=[CH:38][C:39]([C:41]3[CH:46]=[CH:45][C:44]([C:47]#[N:48])=[C:43]([F:49])[CH:42]=3)=[CH:40][C:34]=2[N:33]=1)[CH2:9][C:10](=[O:31])[NH:11]C(C1C=CC=CC=1)(C1C=CC=CC=1)C1C=CC=CC=1)(C)(C)C.FC(F)(F)C(O)=O. (2) The reactants are: [CH:1]1([C:4]2[CH:5]=[CH:6][C:7]([C:17]([OH:19])=O)=[N:8][C:9]=2[O:10][CH2:11][CH:12]2[CH2:16][CH2:15][CH2:14][O:13]2)[CH2:3][CH2:2]1.[CH3:20][NH:21][C:22]([CH3:25])([CH3:24])[CH3:23].CN(C(ON1N=NC2C=CC=CC1=2)=[N+](C)C)C.[B-](F)(F)(F)F.CCN(C(C)C)C(C)C. Given the product [C:22]([N:21]([CH3:20])[C:17]([C:7]1[CH:6]=[CH:5][C:4]([CH:1]2[CH2:2][CH2:3]2)=[C:9]([O:10][CH2:11][CH:12]2[CH2:16][CH2:15][CH2:14][O:13]2)[N:8]=1)=[O:19])([CH3:25])([CH3:24])[CH3:23], predict the reactants needed to synthesize it. (3) Given the product [NH2:20][C:7]1[CH:8]=[C:9]([CH2:12][CH:13]([CH3:19])[C:14]([O:16][CH2:17][CH3:18])=[O:15])[CH:10]=[CH:11][C:6]=1[N:5]([CH2:23][CH:24]([CH3:25])[CH3:26])[CH2:1][CH:2]([CH3:4])[CH3:3], predict the reactants needed to synthesize it. The reactants are: [CH2:1]([N:5]([CH2:23][CH:24]([CH3:26])[CH3:25])[C:6]1[CH:11]=[CH:10][C:9](/[CH:12]=[C:13](\[CH3:19])/[C:14]([O:16][CH2:17][CH3:18])=[O:15])=[CH:8][C:7]=1[N+:20]([O-])=O)[CH:2]([CH3:4])[CH3:3].